This data is from Peptide-MHC class I binding affinity with 185,985 pairs from IEDB/IMGT. The task is: Regression. Given a peptide amino acid sequence and an MHC pseudo amino acid sequence, predict their binding affinity value. This is MHC class I binding data. (1) The MHC is HLA-A02:01 with pseudo-sequence HLA-A02:01. The binding affinity (normalized) is 0.0847. The peptide sequence is DSPIGPIML. (2) The peptide sequence is TRREVHIYY. The MHC is HLA-A30:01 with pseudo-sequence HLA-A30:01. The binding affinity (normalized) is 0.0847. (3) The peptide sequence is LMELPVKTDI. The MHC is HLA-A02:03 with pseudo-sequence HLA-A02:03. The binding affinity (normalized) is 0.363. (4) The peptide sequence is LPFDRTITVM. The MHC is HLA-B07:02 with pseudo-sequence HLA-B07:02. The binding affinity (normalized) is 0.591.